Dataset: Human liver microsome stability data. Task: Regression/Classification. Given a drug SMILES string, predict its absorption, distribution, metabolism, or excretion properties. Task type varies by dataset: regression for continuous measurements (e.g., permeability, clearance, half-life) or binary classification for categorical outcomes (e.g., BBB penetration, CYP inhibition). Dataset: hlm. (1) The molecule is CN[C@@H]1CCN(C(=O)c2cc3cc(Cl)cc(C)c3[nH]2)C1. The result is 0 (unstable in human liver microsomes). (2) The compound is O=S(=O)(Nc1ccc(-c2ccc(Cl)cc2Cl)cc1)c1cccc(CO)c1. The result is 0 (unstable in human liver microsomes).